From a dataset of Full USPTO retrosynthesis dataset with 1.9M reactions from patents (1976-2016). Predict the reactants needed to synthesize the given product. (1) The reactants are: C([O:8][C:9]1[C:14](=[O:15])[N:13]2[CH:16]=[CH:17][N:18]([CH3:19])[C:12]2=[N:11][C:10]=1[C:20]1[S:21][C:22]([CH2:25][C:26]2[CH:31]=[CH:30][C:29]([Cl:32])=[CH:28][CH:27]=2)=[CH:23][N:24]=1)C1C=CC=CC=1. Given the product [Cl:32][C:29]1[CH:30]=[CH:31][C:26]([CH2:25][C:22]2[S:21][C:20]([C:10]3[N:11]=[C:12]4[N:18]([CH3:19])[CH:17]=[CH:16][N:13]4[C:14](=[O:15])[C:9]=3[OH:8])=[N:24][CH:23]=2)=[CH:27][CH:28]=1, predict the reactants needed to synthesize it. (2) Given the product [CH3:17][O:16][C:13]1[CH:12]=[CH:11][C:10]([C:8](=[O:9])[CH:7]([C:4]2[CH:5]=[CH:6][N:1]=[CH:2][CH:3]=2)[CH2:27][C:28]([O:30][CH3:31])=[O:29])=[CH:15][CH:14]=1, predict the reactants needed to synthesize it. The reactants are: [N:1]1[CH:6]=[CH:5][C:4]([CH2:7][C:8]([C:10]2[CH:15]=[CH:14][C:13]([O:16][CH3:17])=[CH:12][CH:11]=2)=[O:9])=[CH:3][CH:2]=1.C([N-]C(C)C)(C)C.[Li+].Br[CH2:27][C:28]([O:30][CH3:31])=[O:29]. (3) The reactants are: [C:1]([O:5][C:6]([N:8]1[CH2:13][CH2:12][CH:11]([OH:14])[CH2:10][CH2:9]1)=[O:7])([CH3:4])([CH3:3])[CH3:2].C(N(CC)CC)C.[C:22]1([S:28](Cl)(=[O:30])=[O:29])[CH:27]=[CH:26][CH:25]=[CH:24][CH:23]=1. Given the product [C:22]1([S:28]([O:14][CH:11]2[CH2:12][CH2:13][N:8]([C:6]([O:5][C:1]([CH3:4])([CH3:2])[CH3:3])=[O:7])[CH2:9][CH2:10]2)(=[O:30])=[O:29])[CH:27]=[CH:26][CH:25]=[CH:24][CH:23]=1, predict the reactants needed to synthesize it. (4) Given the product [Cl:1][C:2]1[CH:7]=[CH:6][C:5]([N:8]2[C:12]([C:13]([F:16])([F:15])[F:14])=[C:11]([C:17]([NH:20][C:21]3[CH:22]=[C:23]([S:27]([F:30])(=[O:29])=[O:28])[CH:24]=[CH:25][CH:26]=3)=[O:18])[CH:10]=[N:9]2)=[CH:4][CH:3]=1, predict the reactants needed to synthesize it. The reactants are: [Cl:1][C:2]1[CH:7]=[CH:6][C:5]([N:8]2[C:12]([C:13]([F:16])([F:15])[F:14])=[C:11]([C:17](Cl)=[O:18])[CH:10]=[N:9]2)=[CH:4][CH:3]=1.[NH2:20][C:21]1[CH:22]=[C:23]([S:27]([F:30])(=[O:29])=[O:28])[CH:24]=[CH:25][CH:26]=1.N1C=CC=CC=1.